From a dataset of Peptide-MHC class I binding affinity with 185,985 pairs from IEDB/IMGT. Regression. Given a peptide amino acid sequence and an MHC pseudo amino acid sequence, predict their binding affinity value. This is MHC class I binding data. (1) The peptide sequence is HPNIEEVAL. The binding affinity (normalized) is 0.233. The MHC is HLA-A02:02 with pseudo-sequence HLA-A02:02. (2) The peptide sequence is RQFKTAFEF. The MHC is Mamu-B52 with pseudo-sequence Mamu-B52. The binding affinity (normalized) is 0.894. (3) The peptide sequence is VPRDRNGTF. The MHC is HLA-B27:05 with pseudo-sequence HLA-B27:05. The binding affinity (normalized) is 0.0847. (4) The peptide sequence is SMKSVQNNTV. The MHC is HLA-A24:02 with pseudo-sequence HLA-A24:02. The binding affinity (normalized) is 0.